From a dataset of Peptide-MHC class II binding affinity with 134,281 pairs from IEDB. Regression. Given a peptide amino acid sequence and an MHC pseudo amino acid sequence, predict their binding affinity value. This is MHC class II binding data. (1) The peptide sequence is FTLGRDGHEKPMNVQ. The MHC is DRB3_0101 with pseudo-sequence DRB3_0101. The binding affinity (normalized) is 0.689. (2) The peptide sequence is KFITHSVTFSEINKA. The MHC is HLA-DPA10301-DPB10402 with pseudo-sequence HLA-DPA10301-DPB10402. The binding affinity (normalized) is 0.718. (3) The peptide sequence is TTNEKWLSICSSVLK. The binding affinity (normalized) is 0.872. The MHC is DRB1_0101 with pseudo-sequence DRB1_0101. (4) The peptide sequence is LGWNIITFKDKTDIH. The MHC is DRB1_0301 with pseudo-sequence DRB1_0301. The binding affinity (normalized) is 0.423.